This data is from Full USPTO retrosynthesis dataset with 1.9M reactions from patents (1976-2016). The task is: Predict the reactants needed to synthesize the given product. (1) The reactants are: [Cl:1][C:2]1[C:13]([Cl:14])=[CH:12][C:11]([Cl:15])=[CH:10][C:3]=1[C:4]([NH:6][CH2:7][CH:8]=O)=[O:5].Cl.[NH2:17][OH:18].[C:19]([O-:22])(=O)C.[Na+]. Given the product [Cl:1][C:2]1[C:13]([Cl:14])=[CH:12][C:11]([Cl:15])=[CH:10][C:3]=1[C:4]([NH:6][CH2:7][CH2:8][N:17]([CH:19]=[O:22])[OH:18])=[O:5], predict the reactants needed to synthesize it. (2) Given the product [OH:51][C@H:48]1[CH2:49][CH2:50][N:46]([C:19]([C:16]2[N:8]3[CH:9]=[C:10]([C:12]([F:15])([F:14])[F:13])[CH:11]=[C:6]([C:5]4[O:1][CH:2]=[N:3][CH:4]=4)[C:7]3=[N:18][CH:17]=2)=[O:21])[CH2:47]1, predict the reactants needed to synthesize it. The reactants are: [O:1]1[C:5]([C:6]2[C:7]3[N:8]([C:16]([C:19]([OH:21])=O)=[CH:17][N:18]=3)[CH:9]=[C:10]([C:12]([F:15])([F:14])[F:13])[CH:11]=2)=[CH:4][N:3]=[CH:2]1.CN(C(ON1N=NC2C=CC=NC1=2)=[N+](C)C)C.F[P-](F)(F)(F)(F)F.[NH:46]1[CH2:50][CH2:49][C@H:48]([OH:51])[CH2:47]1.C(=O)(O)[O-].[Na+]. (3) The reactants are: [CH3:1][C:2]([C:5]1[CH:6]=[C:7]([S:16][C:17]([S:20][C:21]2[CH:26]=[C:25]([C:27]([CH3:30])([CH3:29])[CH3:28])[C:24]([OH:31])=[C:23]([C:32]([CH3:35])([CH3:34])[CH3:33])[CH:22]=2)([CH3:19])[CH3:18])[CH:8]=[C:9]([C:12]([CH3:15])([CH3:14])[CH3:13])[C:10]=1[OH:11])([CH3:4])[CH3:3].I[CH2:37][C:38]([O:40][CH2:41][CH3:42])=[O:39].[F-].[K+]. Given the product [CH2:41]([O:40][C:38](=[O:39])[CH2:37][O:11][C:10]1[C:9]([C:12]([CH3:13])([CH3:14])[CH3:15])=[CH:8][C:7]([S:16][C:17]([S:20][C:21]2[CH:22]=[C:23]([C:32]([CH3:35])([CH3:34])[CH3:33])[C:24]([OH:31])=[C:25]([C:27]([CH3:30])([CH3:29])[CH3:28])[CH:26]=2)([CH3:18])[CH3:19])=[CH:6][C:5]=1[C:2]([CH3:1])([CH3:3])[CH3:4])[CH3:42], predict the reactants needed to synthesize it. (4) Given the product [NH2:21][C@@H:22]([CH3:25])[CH2:23][N:12]1[CH:13]=[CH:14][C:10]([C:8]2[CH:7]=[CH:6][C:3]([C:4]#[N:5])=[C:2]([Cl:1])[CH:9]=2)=[N:11]1, predict the reactants needed to synthesize it. The reactants are: [Cl:1][C:2]1[CH:9]=[C:8]([C:10]2[CH:14]=[CH:13][NH:12][N:11]=2)[CH:7]=[CH:6][C:3]=1[C:4]#[N:5].C(OC(=O)[NH:21][C@@H:22]([CH3:25])[CH2:23]O)(C)(C)C.C1(P(C2C=CC=CC=2)C2C=CC=CC=2)C=CC=CC=1.CC(OC(/N=N/C(OC(C)C)=O)=O)C.Cl. (5) Given the product [C:11]([O:10][C:9]([N:8]([C:16]([O:18][C:19]([CH3:22])([CH3:21])[CH3:20])=[O:17])[C:5]1[N:6]=[CH:7][C:2]([C:42]2[CH2:47][CH2:46][N:45]([C:48]([O:50][C:51]([CH3:54])([CH3:53])[CH3:52])=[O:49])[CH2:44][CH:43]=2)=[N:3][C:4]=1[C:23]1[O:24][C:25]([C:28]2[CH:33]=[CH:32][CH:31]=[CH:30][CH:29]=2)=[N:26][N:27]=1)=[O:15])([CH3:14])([CH3:13])[CH3:12], predict the reactants needed to synthesize it. The reactants are: Br[C:2]1[N:3]=[C:4]([C:23]2[O:24][C:25]([C:28]3[CH:33]=[CH:32][CH:31]=[CH:30][CH:29]=3)=[N:26][N:27]=2)[C:5]([N:8]([C:16]([O:18][C:19]([CH3:22])([CH3:21])[CH3:20])=[O:17])[C:9](=[O:15])[O:10][C:11]([CH3:14])([CH3:13])[CH3:12])=[N:6][CH:7]=1.CC1(C)C(C)(C)OB([C:42]2[CH2:43][CH2:44][N:45]([C:48]([O:50][C:51]([CH3:54])([CH3:53])[CH3:52])=[O:49])[CH2:46][CH:47]=2)O1.C([O-])([O-])=O.[Na+].[Na+]. (6) Given the product [C:1]([O:5][C:6]([N:8]([C@H:16]1[CH2:24][O:23][CH2:22][C@H:59]([O:58][CH3:60])[C@@H:20]([O:63][CH3:62])[C@H:19]([CH3:27])[O:18][C:17]1=[O:28])[C:9](=[O:15])[O:10][C:11]([CH3:14])([CH3:12])[CH3:13])=[O:7])([CH3:4])([CH3:2])[CH3:3], predict the reactants needed to synthesize it. The reactants are: [C:1]([O:5][C:6]([N:8]([C@H:16]1[CH2:24][O:23][CH2:22][C@H](O)[C@@H:20](O)[C@H:19]([CH3:27])[O:18][C:17]1=[O:28])[C:9](=[O:15])[O:10][C:11]([CH3:14])([CH3:13])[CH3:12])=[O:7])([CH3:4])([CH3:3])[CH3:2].[O-]S([O-])(=O)=O.[Na+].[Na+].CN(C1C2C(N(C)C)=CC=CC=2C=CC=1)C.F[B-](F)(F)F.C[O+:58]([CH3:60])[CH3:59].C[CH2:62][O:63]C(C)=O.